From a dataset of NCI-60 drug combinations with 297,098 pairs across 59 cell lines. Regression. Given two drug SMILES strings and cell line genomic features, predict the synergy score measuring deviation from expected non-interaction effect. (1) Drug 1: C1=CC(=CC=C1C#N)C(C2=CC=C(C=C2)C#N)N3C=NC=N3. Drug 2: CC1CCCC2(C(O2)CC(NC(=O)CC(C(C(=O)C(C1O)C)(C)C)O)C(=CC3=CSC(=N3)C)C)C. Cell line: HCT-15. Synergy scores: CSS=33.3, Synergy_ZIP=2.72, Synergy_Bliss=4.42, Synergy_Loewe=-19.2, Synergy_HSA=3.39. (2) Drug 1: CC1C(C(CC(O1)OC2CC(CC3=C2C(=C4C(=C3O)C(=O)C5=C(C4=O)C(=CC=C5)OC)O)(C(=O)C)O)N)O.Cl. Drug 2: C1=CC(=CC=C1C#N)C(C2=CC=C(C=C2)C#N)N3C=NC=N3. Cell line: HT29. Synergy scores: CSS=8.46, Synergy_ZIP=1.99, Synergy_Bliss=-0.0963, Synergy_Loewe=-30.0, Synergy_HSA=-2.33. (3) Drug 1: CC1=C(C=C(C=C1)NC2=NC=CC(=N2)N(C)C3=CC4=NN(C(=C4C=C3)C)C)S(=O)(=O)N.Cl. Drug 2: CC1=C(C(CCC1)(C)C)C=CC(=CC=CC(=CC(=O)O)C)C. Cell line: RPMI-8226. Synergy scores: CSS=47.7, Synergy_ZIP=4.13, Synergy_Bliss=4.86, Synergy_Loewe=-33.7, Synergy_HSA=-0.354. (4) Drug 2: C#CCC(CC1=CN=C2C(=N1)C(=NC(=N2)N)N)C3=CC=C(C=C3)C(=O)NC(CCC(=O)O)C(=O)O. Drug 1: CC1=C(C=C(C=C1)NC(=O)C2=CC=C(C=C2)CN3CCN(CC3)C)NC4=NC=CC(=N4)C5=CN=CC=C5. Synergy scores: CSS=53.6, Synergy_ZIP=1.17, Synergy_Bliss=-0.369, Synergy_Loewe=-19.5, Synergy_HSA=0.177. Cell line: SNB-19. (5) Drug 1: CC1=C(C=C(C=C1)NC(=O)C2=CC=C(C=C2)CN3CCN(CC3)C)NC4=NC=CC(=N4)C5=CN=CC=C5. Drug 2: COC1=NC(=NC2=C1N=CN2C3C(C(C(O3)CO)O)O)N. Cell line: NCI-H226. Synergy scores: CSS=1.12, Synergy_ZIP=0.999, Synergy_Bliss=2.86, Synergy_Loewe=-1.02, Synergy_HSA=-0.760.